This data is from Reaction yield outcomes from USPTO patents with 853,638 reactions. The task is: Predict the reaction yield, written as a fraction of the theoretical maximum amount of product (1.0 means a 100% yield; for example, 0.34 means a 34% yield). The reactants are [C:1]1([NH:7][C:8]([C@@H:10]([NH:16][C:17]([C@H:19]2[CH2:24][CH2:23][CH2:22][C:21](=[O:25])[NH:20]2)=[O:18])[CH2:11][CH2:12][CH2:13][CH:14]=[CH2:15])=[O:9])[CH:6]=[CH:5][CH:4]=[CH:3][CH:2]=1.[C:26]([OH:29])(=[S:28])[CH3:27].CC(N=NC(C#N)(C)C)(C#N)C. The catalyst is O1CCOCC1. The product is [O:25]=[C:21]1[NH:20][C@@H:19]([C:17]([NH:16][C@H:10]([C:8](=[O:9])[NH:7][C:1]2[CH:2]=[CH:3][CH:4]=[CH:5][CH:6]=2)[CH2:11][CH2:12][CH2:13][CH2:14][CH2:15][S:28][C:26](=[O:29])[CH3:27])=[O:18])[CH2:24][CH2:23][CH2:22]1. The yield is 0.530.